From a dataset of Full USPTO retrosynthesis dataset with 1.9M reactions from patents (1976-2016). Predict the reactants needed to synthesize the given product. (1) The reactants are: C(O[C:6](=O)[N:7]([C@H:9]([C:11](=[O:40])[NH:12][C@@H:13]([CH:34]1[CH2:39][CH2:38][CH2:37][CH2:36][CH2:35]1)[C:14](=[O:33])[N:15]1[CH2:19][CH2:18][CH2:17][C@H:16]1[C:20]1[CH:25]=[CH:24][CH:23]=[C:22]([O:26][C:27]2[CH:32]=[CH:31][CH:30]=[CH:29][CH:28]=2)[CH:21]=1)[CH3:10])C)(C)(C)C.C(O)(C(F)(F)F)=O. Given the product [CH:34]1([C@H:13]([NH:12][C:11](=[O:40])[C@@H:9]([NH:7][CH3:6])[CH3:10])[C:14](=[O:33])[N:15]2[CH2:19][CH2:18][CH2:17][C@H:16]2[C:20]2[CH:25]=[CH:24][CH:23]=[C:22]([O:26][C:27]3[CH:32]=[CH:31][CH:30]=[CH:29][CH:28]=3)[CH:21]=2)[CH2:39][CH2:38][CH2:37][CH2:36][CH2:35]1, predict the reactants needed to synthesize it. (2) Given the product [N:20]1[CH:21]=[CH:22][C:17]([N:14]2[CH2:13][CH2:12][CH:11]([CH2:10][O:9][C:7]([NH:6][C:5]3[C:4]([NH2:1])=[CH:26][CH:25]=[CH:24][CH:23]=3)=[O:8])[CH2:16][CH2:15]2)=[CH:18][CH:19]=1, predict the reactants needed to synthesize it. The reactants are: [N+:1]([C:4]1[CH:26]=[CH:25][CH:24]=[CH:23][C:5]=1[NH:6][C:7]([O:9][CH2:10][CH:11]1[CH2:16][CH2:15][N:14]([C:17]2[CH:22]=[CH:21][N:20]=[CH:19][CH:18]=2)[CH2:13][CH2:12]1)=[O:8])([O-])=O.